Predict the product of the given reaction. From a dataset of Forward reaction prediction with 1.9M reactions from USPTO patents (1976-2016). Given the reactants [CH2:1]([N:4]=[C:5]=[O:6])[CH2:2][CH3:3].[NH2:7][C:8]1[CH:13]=[C:12]([CH2:14][S:15][C:16]2[C:21]([C:22]([NH:24][C:25]3[CH:30]=[C:29]([CH3:31])[CH:28]=[C:27]([CH3:32])[CH:26]=3)=[O:23])=[CH:20][CH:19]=[CH:18][N:17]=2)[CH:11]=[CH:10][N:9]=1.C(OCC)(=O)C, predict the reaction product. The product is: [CH3:32][C:27]1[CH:26]=[C:25]([NH:24][C:22]([C:21]2[C:16]([S:15][CH2:14][C:12]3[CH:11]=[CH:10][N:9]=[C:8]([NH:7][C:5]([NH:4][CH2:1][CH2:2][CH3:3])=[O:6])[CH:13]=3)=[N:17][CH:18]=[CH:19][CH:20]=2)=[O:23])[CH:30]=[C:29]([CH3:31])[CH:28]=1.